Dataset: Forward reaction prediction with 1.9M reactions from USPTO patents (1976-2016). Task: Predict the product of the given reaction. (1) Given the reactants [C:1]([O:5][C:6](=[O:30])[NH:7][CH2:8][CH2:9][CH2:10][N:11]([CH2:16][C:17]1[CH:22]=[CH:21][CH:20]=[C:19]([C:23]2[CH:28]=[CH:27][N:26]=[C:25](Cl)[N:24]=2)[CH:18]=1)[S:12]([CH3:15])(=[O:14])=[O:13])([CH3:4])([CH3:3])[CH3:2].[NH2:31][CH2:32][CH2:33][C:34]1[CH:35]=[C:36]([OH:42])[C:37]([OH:41])=[C:38]([OH:40])[CH:39]=1, predict the reaction product. The product is: [C:1]([O:5][C:6](=[O:30])[NH:7][CH2:8][CH2:9][CH2:10][N:11]([S:12]([CH3:15])(=[O:14])=[O:13])[CH2:16][C:17]1[CH:22]=[CH:21][CH:20]=[C:19]([C:23]2[CH:28]=[CH:27][N:26]=[C:25]([NH:31][CH2:32][CH2:33][C:34]3[CH:35]=[C:36]([OH:42])[C:37]([OH:41])=[C:38]([OH:40])[CH:39]=3)[N:24]=2)[CH:18]=1)([CH3:4])([CH3:3])[CH3:2]. (2) Given the reactants Cl[CH2:2][C:3]([N:5]1[C@@H:9]([CH3:10])[CH2:8][CH2:7][C@H:6]1[C:11]#[N:12])=[O:4].[CH:13]1([NH2:18])[CH2:17][CH2:16][CH2:15][CH2:14]1, predict the reaction product. The product is: [CH:13]1([NH:18][CH2:2][C:3]([N:5]2[C@@H:9]([CH3:10])[CH2:8][CH2:7][C@H:6]2[C:11]#[N:12])=[O:4])[CH2:17][CH2:16][CH2:15][CH2:14]1. (3) Given the reactants [CH3:1][C:2]1[NH:6][N:5]=[CH:4][C:3]=1[C:7]([OH:9])=O.C(N(CC)CC)C.F[P-](F)(F)(F)(F)F.N1(O[P+](N(C)C)(N(C)C)N(C)C)C2C=CC=CC=2N=N1.[F:44][C:45]([F:56])([F:55])[C:46]1[CH:47]=[C:48]([C@@H:52]([NH2:54])[CH3:53])[CH:49]=[CH:50][CH:51]=1, predict the reaction product. The product is: [F:44][C:45]([F:55])([F:56])[C:46]1[CH:47]=[C:48]([C@@H:52]([NH:54][C:7]([C:3]2[CH:4]=[N:5][NH:6][C:2]=2[CH3:1])=[O:9])[CH3:53])[CH:49]=[CH:50][CH:51]=1. (4) Given the reactants Cl[C:2]1[CH:7]=[C:6]([C:8]2[CH:12]=[C:11]([NH2:13])[N:10]([CH3:14])[N:9]=2)[CH:5]=[CH:4][N:3]=1.[NH2:15][C:16]1NN=C(C2C=CN=C(NC)C=2)C=1, predict the reaction product. The product is: [NH2:13][C:11]1[N:10]([CH3:14])[N:9]=[C:8]([C:6]2[CH:5]=[CH:4][N:3]=[C:2]([NH:15][CH3:16])[CH:7]=2)[CH:12]=1. (5) Given the reactants [CH3:1][N:2]1[C:6]([NH2:7])=[CH:5][C:4]([C:8]2[CH:13]=[CH:12][CH:11]=[CH:10][CH:9]=2)=[N:3]1.C1N=CN([C:19](N2C=NC=C2)=[O:20])C=1.CCN(C(C)C)C(C)C.Cl.Cl.[CH3:37][O:38][CH2:39][CH2:40][N:41]1[CH2:45][C@@H:44]([C:46]2[CH:51]=[CH:50][CH:49]=[CH:48][CH:47]=2)[C@H:43]([NH2:52])[CH2:42]1, predict the reaction product. The product is: [CH3:37][O:38][CH2:39][CH2:40][N:41]1[CH2:45][C@@H:44]([C:46]2[CH:51]=[CH:50][CH:49]=[CH:48][CH:47]=2)[C@H:43]([NH:52][C:19]([NH:7][C:6]2[N:2]([CH3:1])[N:3]=[C:4]([C:8]3[CH:9]=[CH:10][CH:11]=[CH:12][CH:13]=3)[CH:5]=2)=[O:20])[CH2:42]1.